The task is: Predict the product of the given reaction.. This data is from Forward reaction prediction with 1.9M reactions from USPTO patents (1976-2016). (1) Given the reactants [C:1]([O:5][C:6]([NH:8][C@H:9]([CH2:13][C:14]1[CH:19]=[CH:18][C:17]([C:20]([F:23])([F:22])[F:21])=[CH:16][CH:15]=1)[C:10]([OH:12])=O)=[O:7])([CH3:4])([CH3:3])[CH3:2].[NH2:24][C:25]1[CH:26]=[N:27][C:28]2[C:33]([CH:34]=1)=[CH:32][CH:31]=[CH:30][CH:29]=2.C[N+]1(C2N=C(OC)N=C(OC)N=2)CCOCC1.[Cl-], predict the reaction product. The product is: [N:27]1[C:28]2[C:33](=[CH:32][CH:31]=[CH:30][CH:29]=2)[CH:34]=[C:25]([NH:24][C:10]([C@H:9]([NH:8][C:6](=[O:7])[O:5][C:1]([CH3:2])([CH3:3])[CH3:4])[CH2:13][C:14]2[CH:15]=[CH:16][C:17]([C:20]([F:21])([F:22])[F:23])=[CH:18][CH:19]=2)=[O:12])[CH:26]=1. (2) Given the reactants C([O:4][CH2:5][C@@H:6]1[C@@H:11]([O:12]C(=O)C)[C@H:10]([O:16]C(=O)C)[C@H:9]([O:20]C(=O)C)[C@@H:8]([C:24]2[CH:29]=[CH:28][CH:27]=[C:26]([CH2:30]/[CH:31]=[CH:32]/[C:33]3[CH:38]=[C:37]([C:39](=[O:42])[NH:40][CH3:41])[CH:36]=[C:35]([C:43](=[O:46])[NH:44][CH3:45])[CH:34]=3)[CH:25]=2)[O:7]1)(=O)C.C[O-].[Na+], predict the reaction product. The product is: [CH3:41][NH:40][C:39]([C:37]1[CH:38]=[C:33](/[CH:32]=[CH:31]/[CH2:30][C:26]2[CH:27]=[CH:28][CH:29]=[C:24]([C@@H:8]3[C@@H:9]([OH:20])[C@@H:10]([OH:16])[C@H:11]([OH:12])[C@@H:6]([CH2:5][OH:4])[O:7]3)[CH:25]=2)[CH:34]=[C:35]([C:43]([NH:44][CH3:45])=[O:46])[CH:36]=1)=[O:42]. (3) The product is: [CH2:1]([N:8]1[C:12](=[O:13])[C:11](=[CH:28][N:29]([CH3:31])[CH3:30])[S:10][C:9]1=[N:14][C:15]1[CH:16]=[C:17]([CH:20]=[CH:21][C:22]=1[NH:23][CH2:24][CH3:25])[C:18]#[N:19])[C:2]1[CH:7]=[CH:6][CH:5]=[CH:4][CH:3]=1. Given the reactants [CH2:1]([N:8]1[C:12](=[O:13])[CH2:11][S:10][C:9]1=[N:14][C:15]1[CH:16]=[C:17]([CH:20]=[CH:21][C:22]=1[NH:23][CH2:24][CH3:25])[C:18]#[N:19])[C:2]1[CH:7]=[CH:6][CH:5]=[CH:4][CH:3]=1.CO[CH:28](OC)[N:29]([CH3:31])[CH3:30], predict the reaction product. (4) Given the reactants [Cl:1][C:2]1[CH:11]=[CH:10][C:5]([CH2:6][N:7]=[C:8]=[O:9])=[CH:4][CH:3]=1.[Cl:12][C:13]1[CH:25]=[CH:24][C:16]([CH2:17][N:18]2[CH2:23][CH2:22][NH:21][CH2:20][CH2:19]2)=[CH:15][CH:14]=1, predict the reaction product. The product is: [Cl:1][C:2]1[CH:3]=[CH:4][C:5]([CH2:6][NH:7][C:8]([N:21]2[CH2:20][CH2:19][N:18]([CH2:17][C:16]3[CH:24]=[CH:25][C:13]([Cl:12])=[CH:14][CH:15]=3)[CH2:23][CH2:22]2)=[O:9])=[CH:10][CH:11]=1.